This data is from Forward reaction prediction with 1.9M reactions from USPTO patents (1976-2016). The task is: Predict the product of the given reaction. (1) Given the reactants [NH3:1].CC(O)C.[F:6][C:7]([F:41])([CH2:13][C:14]1([OH:40])[C:27]2[CH:26]=[C:25]([O:28][CH2:29][C:30]([CH3:33])([CH3:32])[CH3:31])[CH:24]=[CH:23][C:22]=2[O:21][C:20]2[C:15]1=[CH:16][C:17]([C:34]1[CH:35]=[N:36][CH:37]=[N:38][CH:39]=1)=[CH:18][CH:19]=2)[C:8]([O:10]CC)=O, predict the reaction product. The product is: [F:41][C:7]([F:6])([CH2:13][C:14]1([OH:40])[C:27]2[CH:26]=[C:25]([O:28][CH2:29][C:30]([CH3:31])([CH3:33])[CH3:32])[CH:24]=[CH:23][C:22]=2[O:21][C:20]2[C:15]1=[CH:16][C:17]([C:34]1[CH:39]=[N:38][CH:37]=[N:36][CH:35]=1)=[CH:18][CH:19]=2)[C:8]([NH2:1])=[O:10]. (2) Given the reactants C([O:3][C:4](=[O:34])[C:5]1[CH:10]=[CH:9][C:8]([NH:11][C:12]2[NH:33][C:15]3=[N:16][C:17]([C:27]4[CH:28]=[N:29][CH:30]=[CH:31][CH:32]=4)=[C:18]([C:20]4[CH:25]=[CH:24][N:23]=[CH:22][C:21]=4[F:26])[CH:19]=[C:14]3[N:13]=2)=[CH:7][CH:6]=1)C.Cl, predict the reaction product. The product is: [F:26][C:21]1[CH:22]=[N:23][CH:24]=[CH:25][C:20]=1[C:18]1[CH:19]=[C:14]2[N:13]=[C:12]([NH:11][C:8]3[CH:9]=[CH:10][C:5]([C:4]([OH:34])=[O:3])=[CH:6][CH:7]=3)[NH:33][C:15]2=[N:16][C:17]=1[C:27]1[CH:28]=[N:29][CH:30]=[CH:31][CH:32]=1. (3) Given the reactants [C:1]([O:5][C:6]([NH:8][CH2:9][CH2:10][NH:11][C:12]1[CH:13]=[C:14]2[C:19](=[CH:20][C:21]=1[O:22][CH3:23])[N:18]=[CH:17][C:16]([C:24](OCC)=[O:25])=[C:15]2[NH:29][C:30]1[CH:35]=[CH:34][CH:33]=[C:32]([CH2:36][O:37][Si](C(C)(C)C)(C)C)[C:31]=1[CH2:45][CH3:46])=[O:7])([CH3:4])([CH3:3])[CH3:2].[C-]#N.[K+].N.O.[F-].C([N+:57](CCCC)(CCCC)CCCC)CCC, predict the reaction product. The product is: [NH2:57][C:24]([C:16]1[CH:17]=[N:18][C:19]2[C:14]([C:15]=1[NH:29][C:30]1[CH:35]=[CH:34][CH:33]=[C:32]([CH2:36][OH:37])[C:31]=1[CH2:45][CH3:46])=[CH:13][C:12]([NH:11][CH2:10][CH2:9][NH:8][C:6](=[O:7])[O:5][C:1]([CH3:4])([CH3:3])[CH3:2])=[C:21]([O:22][CH3:23])[CH:20]=2)=[O:25]. (4) Given the reactants [CH2:1]1[C:5]2([CH2:10][CH2:9][NH:8][CH2:7][CH2:6]2)[CH2:4][CH2:3][N:2]1[C:11]([O:13][C:14]([CH3:17])([CH3:16])[CH3:15])=[O:12].Br[C:19]1[CH:24]=[CH:23][C:22]([C:25]([F:28])([F:27])[F:26])=[CH:21][N:20]=1.CC([O-])(C)C.[Na+].C1C=CC(P(C2C(C3C(P(C4C=CC=CC=4)C4C=CC=CC=4)=CC=C4C=3C=CC=C4)=C3C(C=CC=C3)=CC=2)C2C=CC=CC=2)=CC=1, predict the reaction product. The product is: [F:26][C:25]([F:28])([F:27])[C:22]1[CH:23]=[CH:24][C:19]([N:8]2[CH2:7][CH2:6][C:5]3([CH2:1][N:2]([C:11]([O:13][C:14]([CH3:17])([CH3:16])[CH3:15])=[O:12])[CH2:3][CH2:4]3)[CH2:10][CH2:9]2)=[N:20][CH:21]=1.